The task is: Predict the product of the given reaction.. This data is from Forward reaction prediction with 1.9M reactions from USPTO patents (1976-2016). Given the reactants Br[C:2]1[CH:11]=[CH:10][C:9]2[N:8]=[CH:7][C:6]3[N:12]([CH3:23])[C:13](=[O:22])[N:14]([C:15]4[C:16]([CH3:21])=[N:17][N:18]([CH3:20])[CH:19]=4)[C:5]=3[C:4]=2[CH:3]=1.[N:24]1([S:29]([C:32]2[CH:33]=[C:34](B(O)O)[CH:35]=[CH:36][CH:37]=2)(=[O:31])=[O:30])[CH2:28][CH2:27][CH2:26][CH2:25]1, predict the reaction product. The product is: [CH3:20][N:18]1[CH:19]=[C:15]([N:14]2[C:5]3[C:4]4[CH:3]=[C:2]([C:36]5[CH:35]=[CH:34][CH:33]=[C:32]([S:29]([N:24]6[CH2:28][CH2:27][CH2:26][CH2:25]6)(=[O:30])=[O:31])[CH:37]=5)[CH:11]=[CH:10][C:9]=4[N:8]=[CH:7][C:6]=3[N:12]([CH3:23])[C:13]2=[O:22])[C:16]([CH3:21])=[N:17]1.